This data is from Reaction yield outcomes from USPTO patents with 853,638 reactions. The task is: Predict the reaction yield, written as a fraction of the theoretical maximum amount of product (1.0 means a 100% yield; for example, 0.34 means a 34% yield). (1) The reactants are [NH2:1][C:2]1[N:7]=[C:6]([N:8]2[C:16]3[C:11](=[CH:12][CH:13]=[C:14]([C:17]#[C:18][C:19]([OH:25])([CH3:24])[C:20](OC)=[O:21])[CH:15]=3)[C:10]([CH3:27])([CH3:26])[CH2:9]2)[C:5]([Cl:28])=[CH:4][N:3]=1.[CH3:29][NH2:30]. The catalyst is C1COCC1. The product is [NH2:1][C:2]1[N:7]=[C:6]([N:8]2[C:16]3[C:11](=[CH:12][CH:13]=[C:14]([C:17]#[C:18][C:19]([OH:25])([CH3:24])[C:20]([NH:30][CH3:29])=[O:21])[CH:15]=3)[C:10]([CH3:27])([CH3:26])[CH2:9]2)[C:5]([Cl:28])=[CH:4][N:3]=1. The yield is 0.710. (2) The reactants are [NH:1]1[CH2:6][CH2:5][CH:4]([C:7]([O:9][CH2:10][CH3:11])=[O:8])[CH2:3][CH2:2]1.CCN(CC)CC.[Cl:19][C:20]1[N:25]=[C:24](Cl)[CH:23]=[CH:22][N:21]=1. The catalyst is C(O)C. The product is [Cl:19][C:20]1[N:25]=[C:24]([N:1]2[CH2:6][CH2:5][CH:4]([C:7]([O:9][CH2:10][CH3:11])=[O:8])[CH2:3][CH2:2]2)[CH:23]=[CH:22][N:21]=1. The yield is 0.760. (3) The reactants are C(OC([N:8]1[CH2:12][CH:11]([OH:13])[CH:10]([N:14]2[CH2:19][CH2:18][N:17]([C:20](=[O:28])[C:21]3[CH:26]=[CH:25][C:24]([Cl:27])=[CH:23][CH:22]=3)[CH2:16][CH2:15]2)[CH2:9]1)=O)(C)(C)C.O1CCOCC1. The catalyst is C(Cl)Cl.CCOCC. The product is [Cl:27][C:24]1[CH:25]=[CH:26][C:21]([C:20]([N:17]2[CH2:18][CH2:19][N:14]([CH:10]3[CH:11]([OH:13])[CH2:12][NH:8][CH2:9]3)[CH2:15][CH2:16]2)=[O:28])=[CH:22][CH:23]=1. The yield is 0.990. (4) The reactants are [CH3:1][O:2][C:3]([C:5]1[CH:13]=[CH:12][C:8]([C:9](O)=[O:10])=[CH:7][CH:6]=1)=[O:4].[CH3:14][N:15](C(ON1N=NC2C=CC=NC1=2)=[N+](C)C)[CH3:16].F[P-](F)(F)(F)(F)F.CNC.C(N(CC)CC)C. The catalyst is C1COCC1. The product is [CH3:14][N:15]([CH3:16])[C:9]([C:8]1[CH:12]=[CH:13][C:5]([C:3]([O:2][CH3:1])=[O:4])=[CH:6][CH:7]=1)=[O:10]. The yield is 0.830. (5) The reactants are [NH2:1][C:2]1[CH:7]=[N:6][CH:5]=[CH:4][N:3]=1.[N+:8]([C:10]1[CH:19]=[CH:18][C:13]2[O:14][CH2:15][CH2:16][O:17][C:12]=2[CH:11]=1)#[C-:9].[Cl:20][C:21]1[CH:28]=[CH:27][CH:26]=[C:25]([F:29])[C:22]=1[CH:23]=O.[Cl-].[In+3].[Cl-].[Cl-]. The catalyst is C1(C)C=CC=CC=1. The product is [Cl:20][C:21]1[CH:28]=[CH:27][CH:26]=[C:25]([F:29])[C:22]=1[C:23]1[N:1]=[C:2]2[CH:7]=[N:6][CH:5]=[CH:4][N:3]2[C:9]=1[NH:8][C:10]1[CH:19]=[CH:18][C:13]2[O:14][CH2:15][CH2:16][O:17][C:12]=2[CH:11]=1. The yield is 0.110. (6) The reactants are [Cl:1][C:2]1[N:7]=[CH:6][C:5]([NH:8][CH3:9])=[C:4]([C:10]2[CH:15]=[CH:14][CH:13]=[CH:12][C:11]=2[Cl:16])[CH:3]=1.[Cl:17][C:18]1[CH:19]=[C:20]([C:25]([CH3:30])([CH3:29])[C:26](Cl)=[O:27])[CH:21]=[C:22]([Cl:24])[CH:23]=1.C1(C)C=CC=CC=1. The catalyst is C([O-])(O)=O.[Na+]. The product is [Cl:1][C:2]1[N:7]=[CH:6][C:5]([N:8]([CH3:9])[C:26](=[O:27])[C:25]([C:20]2[CH:19]=[C:18]([Cl:17])[CH:23]=[C:22]([Cl:24])[CH:21]=2)([CH3:30])[CH3:29])=[C:4]([C:10]2[CH:15]=[CH:14][CH:13]=[CH:12][C:11]=2[Cl:16])[CH:3]=1. The yield is 0.850. (7) The reactants are [NH2:1][CH:2]([CH:6]1[CH2:10][CH2:9][NH:8][CH2:7]1)[CH2:3][C:4]#[N:5].N[N:12]1[C:21](=O)[C:20]2[C:15](=[C:16]([CH3:25])[C:17](F)=[C:18]([F:23])[CH:19]=2)[N:14]([CH:26]2[CH2:28][CH2:27]2)[C:13]1=[O:29].CN(C)C(N(C)C)=N.[OH2:38]. The catalyst is CS(C)=O. The product is [NH2:1][CH:2]([CH:6]1[CH2:10][CH2:9][N:8]([C:17]2[C:16]([CH3:25])=[C:21]3[C:20]([C:15](=[O:38])[N:14]([CH:26]4[CH2:27][CH2:28]4)[C:13](=[O:29])[NH:12]3)=[CH:19][C:18]=2[F:23])[CH2:7]1)[CH2:3][C:4]#[N:5]. The yield is 0.370. (8) The reactants are [Cl:1][C:2]1[CH:7]=[C:6]([C:8]2[C:17]3[C:12](=[CH:13][C:14]([S:18](OC4C(F)=C(F)C(F)=C(F)C=4F)(=[O:20])=[O:19])=[CH:15][CH:16]=3)[N:11]=[CH:10][N:9]=2)[C:5]([O:33][CH3:34])=[CH:4][C:3]=1[C:35]1[CH:40]=[CH:39][CH:38]=[C:37]([F:41])[CH:36]=1.[N:42]1[CH:47]=[CH:46][CH:45]=[C:44]([NH2:48])[N:43]=1.C1COCC1.C[Si]([N-][Si](C)(C)C)(C)C.[Li+]. The catalyst is Cl.CCOC(C)=O. The yield is 0.520. The product is [Cl:1][C:2]1[CH:7]=[C:6]([C:8]2[C:17]3[C:12](=[CH:13][C:14]([S:18]([NH:48][C:44]4[N:43]=[N:42][CH:47]=[CH:46][CH:45]=4)(=[O:20])=[O:19])=[CH:15][CH:16]=3)[N:11]=[CH:10][N:9]=2)[C:5]([O:33][CH3:34])=[CH:4][C:3]=1[C:35]1[CH:40]=[CH:39][CH:38]=[C:37]([F:41])[CH:36]=1.